Dataset: NCI-60 drug combinations with 297,098 pairs across 59 cell lines. Task: Regression. Given two drug SMILES strings and cell line genomic features, predict the synergy score measuring deviation from expected non-interaction effect. (1) Drug 1: CCN(CC)CCCC(C)NC1=C2C=C(C=CC2=NC3=C1C=CC(=C3)Cl)OC. Drug 2: CC1C(C(CC(O1)OC2CC(CC3=C2C(=C4C(=C3O)C(=O)C5=CC=CC=C5C4=O)O)(C(=O)C)O)N)O. Cell line: HCT-15. Synergy scores: CSS=33.5, Synergy_ZIP=-6.32, Synergy_Bliss=-8.07, Synergy_Loewe=-14.8, Synergy_HSA=-5.39. (2) Drug 1: CC1=C(C=C(C=C1)NC2=NC=CC(=N2)N(C)C3=CC4=NN(C(=C4C=C3)C)C)S(=O)(=O)N.Cl. Drug 2: COC1=C2C(=CC3=C1OC=C3)C=CC(=O)O2. Cell line: LOX IMVI. Synergy scores: CSS=-1.16, Synergy_ZIP=-0.596, Synergy_Bliss=-3.35, Synergy_Loewe=-3.73, Synergy_HSA=-4.53. (3) Drug 1: C(CN)CNCCSP(=O)(O)O. Drug 2: CCC1(C2=C(COC1=O)C(=O)N3CC4=CC5=C(C=CC(=C5CN(C)C)O)N=C4C3=C2)O.Cl. Cell line: PC-3. Synergy scores: CSS=9.86, Synergy_ZIP=-5.18, Synergy_Bliss=-5.62, Synergy_Loewe=-16.7, Synergy_HSA=-3.14. (4) Drug 1: C1C(C(OC1N2C=C(C(=O)NC2=O)F)CO)O. Drug 2: CCC1=C2CN3C(=CC4=C(C3=O)COC(=O)C4(CC)O)C2=NC5=C1C=C(C=C5)O. Cell line: HS 578T. Synergy scores: CSS=26.1, Synergy_ZIP=-8.77, Synergy_Bliss=-3.74, Synergy_Loewe=-7.19, Synergy_HSA=-5.55. (5) Drug 1: CC12CCC3C(C1CCC2=O)CC(=C)C4=CC(=O)C=CC34C. Drug 2: C1=CN(C(=O)N=C1N)C2C(C(C(O2)CO)O)O.Cl. Cell line: NCI-H226. Synergy scores: CSS=30.1, Synergy_ZIP=-10.8, Synergy_Bliss=-5.32, Synergy_Loewe=-6.89, Synergy_HSA=-3.68. (6) Drug 1: C1=NC(=NC(=O)N1C2C(C(C(O2)CO)O)O)N. Drug 2: C1=NNC2=C1C(=O)NC=N2. Cell line: HCC-2998. Synergy scores: CSS=34.8, Synergy_ZIP=-3.11, Synergy_Bliss=2.20, Synergy_Loewe=-10.2, Synergy_HSA=4.68. (7) Drug 1: CCC1=C2CN3C(=CC4=C(C3=O)COC(=O)C4(CC)O)C2=NC5=C1C=C(C=C5)O. Drug 2: C(CCl)NC(=O)N(CCCl)N=O. Cell line: SK-MEL-28. Synergy scores: CSS=28.1, Synergy_ZIP=-4.57, Synergy_Bliss=2.88, Synergy_Loewe=-5.66, Synergy_HSA=3.96. (8) Drug 1: C1=CC(=C(C=C1I)F)NC2=C(C=CC(=C2F)F)C(=O)NOCC(CO)O. Drug 2: CCC1=C2CN3C(=CC4=C(C3=O)COC(=O)C4(CC)O)C2=NC5=C1C=C(C=C5)O. Cell line: SK-OV-3. Synergy scores: CSS=23.6, Synergy_ZIP=-3.83, Synergy_Bliss=0.575, Synergy_Loewe=-0.786, Synergy_HSA=0.774.